From a dataset of Peptide-MHC class II binding affinity with 134,281 pairs from IEDB. Regression. Given a peptide amino acid sequence and an MHC pseudo amino acid sequence, predict their binding affinity value. This is MHC class II binding data. The peptide sequence is VTVDAAVLAAIDADA. The MHC is DRB1_1101 with pseudo-sequence DRB1_1101. The binding affinity (normalized) is 0.205.